From a dataset of NCI-60 drug combinations with 297,098 pairs across 59 cell lines. Regression. Given two drug SMILES strings and cell line genomic features, predict the synergy score measuring deviation from expected non-interaction effect. (1) Drug 1: C1CN1C2=NC(=NC(=N2)N3CC3)N4CC4. Drug 2: N.N.Cl[Pt+2]Cl. Cell line: OVCAR-4. Synergy scores: CSS=34.6, Synergy_ZIP=-1.69, Synergy_Bliss=-0.486, Synergy_Loewe=0.371, Synergy_HSA=1.48. (2) Drug 1: CCN(CC)CCCC(C)NC1=C2C=C(C=CC2=NC3=C1C=CC(=C3)Cl)OC. Drug 2: C1CN(CCN1C(=O)CCBr)C(=O)CCBr. Cell line: U251. Synergy scores: CSS=23.7, Synergy_ZIP=-5.56, Synergy_Bliss=-0.639, Synergy_Loewe=-9.85, Synergy_HSA=-0.465.